Dataset: NCI-60 drug combinations with 297,098 pairs across 59 cell lines. Task: Regression. Given two drug SMILES strings and cell line genomic features, predict the synergy score measuring deviation from expected non-interaction effect. (1) Drug 2: C1=CC=C(C(=C1)C(C2=CC=C(C=C2)Cl)C(Cl)Cl)Cl. Drug 1: CC1=C(C=C(C=C1)NC(=O)C2=CC=C(C=C2)CN3CCN(CC3)C)NC4=NC=CC(=N4)C5=CN=CC=C5. Synergy scores: CSS=-3.33, Synergy_ZIP=0.178, Synergy_Bliss=-1.70, Synergy_Loewe=-4.17, Synergy_HSA=-3.26. Cell line: DU-145. (2) Drug 1: C1=CC(=CC=C1CCC2=CNC3=C2C(=O)NC(=N3)N)C(=O)NC(CCC(=O)O)C(=O)O. Drug 2: CCC1(C2=C(COC1=O)C(=O)N3CC4=CC5=C(C=CC(=C5CN(C)C)O)N=C4C3=C2)O.Cl. Cell line: NCI-H226. Synergy scores: CSS=23.9, Synergy_ZIP=-5.92, Synergy_Bliss=-0.0716, Synergy_Loewe=-10.9, Synergy_HSA=3.20. (3) Drug 1: CC1=C(C=C(C=C1)C(=O)NC2=CC(=CC(=C2)C(F)(F)F)N3C=C(N=C3)C)NC4=NC=CC(=N4)C5=CN=CC=C5. Drug 2: CC1=C2C(C(=O)C3(C(CC4C(C3C(C(C2(C)C)(CC1OC(=O)C(C(C5=CC=CC=C5)NC(=O)C6=CC=CC=C6)O)O)OC(=O)C7=CC=CC=C7)(CO4)OC(=O)C)O)C)OC(=O)C. Cell line: NCI-H322M. Synergy scores: CSS=-8.97, Synergy_ZIP=3.84, Synergy_Bliss=-2.57, Synergy_Loewe=-23.2, Synergy_HSA=-17.5. (4) Drug 1: C1=CN(C(=O)N=C1N)C2C(C(C(O2)CO)O)O.Cl. Drug 2: CC1=C(C(=CC=C1)Cl)NC(=O)C2=CN=C(S2)NC3=CC(=NC(=N3)C)N4CCN(CC4)CCO. Cell line: MDA-MB-435. Synergy scores: CSS=16.5, Synergy_ZIP=-5.46, Synergy_Bliss=1.28, Synergy_Loewe=-0.497, Synergy_HSA=1.41. (5) Drug 1: CNC(=O)C1=CC=CC=C1SC2=CC3=C(C=C2)C(=NN3)C=CC4=CC=CC=N4. Drug 2: CC1=C2C(C(=O)C3(C(CC4C(C3C(C(C2(C)C)(CC1OC(=O)C(C(C5=CC=CC=C5)NC(=O)OC(C)(C)C)O)O)OC(=O)C6=CC=CC=C6)(CO4)OC(=O)C)OC)C)OC. Cell line: ACHN. Synergy scores: CSS=47.4, Synergy_ZIP=1.47, Synergy_Bliss=3.28, Synergy_Loewe=-0.505, Synergy_HSA=4.34. (6) Drug 1: CN1CCC(CC1)COC2=C(C=C3C(=C2)N=CN=C3NC4=C(C=C(C=C4)Br)F)OC. Drug 2: C1=C(C(=O)NC(=O)N1)F. Cell line: 786-0. Synergy scores: CSS=24.0, Synergy_ZIP=-0.590, Synergy_Bliss=-1.56, Synergy_Loewe=-0.520, Synergy_HSA=1.04. (7) Drug 1: CC1CCC2CC(C(=CC=CC=CC(CC(C(=O)C(C(C(=CC(C(=O)CC(OC(=O)C3CCCCN3C(=O)C(=O)C1(O2)O)C(C)CC4CCC(C(C4)OC)O)C)C)O)OC)C)C)C)OC. Drug 2: CCN(CC)CCCC(C)NC1=C2C=C(C=CC2=NC3=C1C=CC(=C3)Cl)OC. Cell line: EKVX. Synergy scores: CSS=20.3, Synergy_ZIP=-6.46, Synergy_Bliss=-1.45, Synergy_Loewe=-1.60, Synergy_HSA=-0.401.